From a dataset of Catalyst prediction with 721,799 reactions and 888 catalyst types from USPTO. Predict which catalyst facilitates the given reaction. (1) Reactant: Cl[C:2]1[CH:12]=[C:11]([NH:13][C:14]2[CH:19]=[CH:18][C:17]([I:20])=[CH:16][C:15]=2[F:21])[C:5]([C:6]([O:8]CC)=O)=[CH:4][N:3]=1.[CH2:22]([CH2:24][NH2:25])[OH:23]. Product: [F:21][C:15]1[CH:16]=[C:17]([I:20])[CH:18]=[CH:19][C:14]=1[NH:13][C:11]1[C:5]([C:6]([NH:25][CH2:24][CH2:22][OH:23])=[O:8])=[CH:4][N:3]=[C:2]([NH:25][CH2:24][CH2:22][OH:23])[CH:12]=1. The catalyst class is: 11. (2) Reactant: [CH3:1][N:2]1[C:10]2[C:5](=[C:6]([CH3:20])[C:7](B3OC(C)(C)C(C)(C)O3)=[CH:8][CH:9]=2)[CH2:4][C:3]1=[O:21].[Br:22][C:23]1[CH:24]=[N:25][CH:26]=[C:27](Br)[CH:28]=1.COCCOC.C(=O)([O-])[O-].[Na+].[Na+]. The catalyst class is: 668. Product: [Br:22][C:23]1[CH:28]=[C:27]([C:7]2[C:6]([CH3:20])=[C:5]3[C:10](=[CH:9][CH:8]=2)[N:2]([CH3:1])[C:3](=[O:21])[CH2:4]3)[CH:26]=[N:25][CH:24]=1.